The task is: Predict the reactants needed to synthesize the given product.. This data is from Full USPTO retrosynthesis dataset with 1.9M reactions from patents (1976-2016). (1) Given the product [CH3:25][N:26]([CH3:30])[CH2:27][CH2:28][N:29]=[CH:34][C:33]1[CH:36]=[CH:37][CH:38]=[CH:39][C:32]=1[OH:31], predict the reactants needed to synthesize it. The reactants are: C12C=C3N=C(C=C3)C=C3NC(C=C3)=CC3=NC(C=C3)=CC(N1)=CC=2.[CH3:25][N:26]([CH3:30])[CH2:27][CH2:28][NH2:29].[OH:31][C:32]1[CH:39]=[CH:38][CH:37]=[CH:36][C:33]=1[CH:34]=O.Cl. (2) Given the product [N:1]1[CH:6]=[CH:5][CH:4]=[CH:3][C:2]=1[NH+:7]([O-:23])[C:8](=[O:14])[O:9][C:10]([CH3:11])([CH3:13])[CH3:12], predict the reactants needed to synthesize it. The reactants are: [N:1]1[CH:6]=[CH:5][CH:4]=[CH:3][C:2]=1[NH:7][C:8](=[O:14])[O:9][C:10]([CH3:13])([CH3:12])[CH3:11].ClC1C=CC=C(C(OO)=[O:23])C=1. (3) Given the product [Br:1][C:2]1[CH:3]=[C:4]([CH:12]=[O:13])[C:5]2[C:10]([CH:11]=1)=[CH:9][CH:8]=[CH:7][CH:6]=2, predict the reactants needed to synthesize it. The reactants are: [Br:1][C:2]1[CH:3]=[C:4]([C:12](N(OC)C)=[O:13])[C:5]2[C:10]([CH:11]=1)=[CH:9][CH:8]=[CH:7][CH:6]=2.C1(C)C=CC=CC=1.[H-].C([Al+]CC(C)C)C(C)C.Cl. (4) Given the product [CH3:9][NH:10][C:28](=[O:30])[CH2:27][CH2:26][CH2:25][CH2:24][CH2:23][NH:22][C:20]([N:12]1[CH2:11][C:19]2[C:14](=[CH:15][CH:16]=[CH:17][CH:18]=2)[CH2:13]1)=[O:21], predict the reactants needed to synthesize it. The reactants are: C1(CC[CH2:9][NH2:10])C=CC=CC=1.[CH2:11]1[C:19]2[C:14](=[CH:15][CH:16]=[CH:17][CH:18]=2)[CH2:13][N:12]1[C:20]([NH:22][CH2:23][CH2:24][CH2:25][CH2:26][CH2:27][C:28]([OH:30])=O)=[O:21].C1C2C(=CC=CC=2)CN1C(NC1C=CC(C(O)=O)=CC=1)=O.